From a dataset of Catalyst prediction with 721,799 reactions and 888 catalyst types from USPTO. Predict which catalyst facilitates the given reaction. (1) Reactant: C([O:4][C@@H:5]1[C@@H:10]([O:11]C(=O)C)[C@H:9]([O:15]C(=O)C)[C@@H:8]([S:19][CH3:20])[O:7][C@H:6]1[C:21]1[CH:26]=[CH:25][C:24]([CH3:27])=[C:23]([CH2:28][C:29]2[CH:34]=[CH:33][C:32]([O:35][CH2:36][CH2:37][NH2:38])=[CH:31][CH:30]=2)[CH:22]=1)(=O)C.[N+]([O-])(O)=O.CC1C=C(C)[N:46]([C:50](=N)[NH2:51])N=1.CCN(C(C)C)C(C)C.C([O-])=O. Product: [CH3:27][C:24]1[CH:25]=[CH:26][C:21]([C@H:6]2[C@H:5]([OH:4])[C@@H:10]([OH:11])[C@H:9]([OH:15])[C@@H:8]([S:19][CH3:20])[O:7]2)=[CH:22][C:23]=1[CH2:28][C:29]1[CH:30]=[CH:31][C:32]([O:35][CH2:36][CH2:37][NH:38][C:50]([NH2:51])=[NH:46])=[CH:33][CH:34]=1. The catalyst class is: 23. (2) Reactant: [CH:1]([C:4]1[N:5]=[C:6]([CH2:9][CH2:10][C:11]2[CH:25]=[CH:24][N:14]3[C:15](=[O:23])[C:16]([C:19](OC)=[O:20])=[CH:17][N:18]=[C:13]3[CH:12]=2)[S:7][CH:8]=1)([CH3:3])[CH3:2].[H-].C([Al+]C(C)C)(C)C.[Cl-].[NH4+].Cl. Product: [CH:1]([C:4]1[N:5]=[C:6]([CH2:9][CH2:10][C:11]2[CH:25]=[CH:24][N:14]3[C:15](=[O:23])[C:16]([CH:19]=[O:20])=[CH:17][N:18]=[C:13]3[CH:12]=2)[S:7][CH:8]=1)([CH3:3])[CH3:2]. The catalyst class is: 7. (3) Reactant: [Cl:1][C:2]1[CH:3]=[C:4]([C:12]2[N:16]=[C:15]([C:17]3[CH:25]=[CH:24][CH:23]=[C:22]4[C:18]=3[CH:19]=[CH:20][N:21]4[CH2:26][CH:27]([CH3:31])[C:28]([OH:30])=[O:29])[O:14][N:13]=2)[CH:5]=[CH:6][C:7]=1[O:8][CH:9]([CH3:11])[CH3:10].C(O)(C(O)=O)C(O)C(O)=O.C(O)C.C(NCC)C. Product: [Cl:1][C:2]1[CH:3]=[C:4]([C:12]2[N:16]=[C:15]([C:17]3[CH:25]=[CH:24][CH:23]=[C:22]4[C:18]=3[CH:19]=[CH:20][N:21]4[CH2:26][C@@H:27]([CH3:31])[C:28]([OH:30])=[O:29])[O:14][N:13]=2)[CH:5]=[CH:6][C:7]=1[O:8][CH:9]([CH3:11])[CH3:10]. The catalyst class is: 194. (4) Reactant: [Br:1][C:2]1[CH:7]=[CH:6][C:5]([C:8]2[CH:13]=[CH:12][C:11]([C:14]([F:21])([F:20])C(OCC)=O)=[CH:10][CH:9]=2)=[CH:4][CH:3]=1.[CH3:22][Mg]I.C([O:27][CH2:28][CH3:29])C.Cl. Product: [Br:1][C:2]1[CH:3]=[CH:4][C:5]([C:8]2[CH:13]=[CH:12][C:11]([C:14]([F:20])([F:21])[C:28]([CH3:29])([OH:27])[CH3:22])=[CH:10][CH:9]=2)=[CH:6][CH:7]=1. The catalyst class is: 7. (5) Reactant: [CH3:1][O:2][C:3]1[CH:4]=[C:5]([CH:35]=[C:36]([O:38][CH3:39])[CH:37]=1)[NH:6][C:7]1[N:34]=[C:10]2[C:11]([N:15]3[CH2:20][CH2:19][N:18]([CH2:21][CH2:22][N:23]4C(=O)C5C(=CC=CC=5)C4=O)[CH2:17][CH2:16]3)=[N:12][CH:13]=[CH:14][N:9]2[N:8]=1.NN. Product: [NH2:23][CH2:22][CH2:21][N:18]1[CH2:17][CH2:16][N:15]([C:11]2[C:10]3[N:9]([N:8]=[C:7]([NH:6][C:5]4[CH:35]=[C:36]([O:38][CH3:39])[CH:37]=[C:3]([O:2][CH3:1])[CH:4]=4)[N:34]=3)[CH:14]=[CH:13][N:12]=2)[CH2:20][CH2:19]1. The catalyst class is: 8.